Dataset: Forward reaction prediction with 1.9M reactions from USPTO patents (1976-2016). Task: Predict the product of the given reaction. (1) Given the reactants F[C:2]1[C:7]([C:8]#[N:9])=[CH:6][C:5]2[C:10]3([CH2:27][O:28][C:4]=2[CH:3]=1)[C:18]1[C:13](=[CH:14][CH:15]=[CH:16][CH:17]=1)[N:12]([CH2:19][C:20]1[CH:25]=[CH:24][CH:23]=[CH:22][N:21]=1)[C:11]3=[O:26].C([NH:32][OH:33])(=O)C.C(=O)([O-])[O-].[Cs+].[Cs+].O, predict the reaction product. The product is: [NH2:9][C:8]1[C:7]2[CH:6]=[C:5]3[C:10]4([C:18]5[C:13](=[CH:14][CH:15]=[CH:16][CH:17]=5)[N:12]([CH2:19][C:20]5[CH:25]=[CH:24][CH:23]=[CH:22][N:21]=5)[C:11]4=[O:26])[CH2:27][O:28][C:4]3=[CH:3][C:2]=2[O:33][N:32]=1. (2) Given the reactants [CH3:1][C:2]([C:5]1[CH:6]=[C:7]([C:16]2[N:17]=[C:18]([CH2:21][NH:22][CH3:23])[S:19][CH:20]=2)[CH:8]=[C:9]([C:12]([CH3:15])([CH3:14])[CH3:13])[C:10]=1[OH:11])([CH3:4])[CH3:3].CCN(CC)CC.[N+:31]([C:34]1[CH:41]=[CH:40][C:37]([CH2:38]Br)=[CH:36][CH:35]=1)([O-:33])=[O:32].O, predict the reaction product. The product is: [C:2]([C:5]1[CH:6]=[C:7]([C:16]2[N:17]=[C:18]([CH2:21][N:22]([CH3:23])[CH2:38][C:37]3[CH:40]=[CH:41][C:34]([N+:31]([O-:33])=[O:32])=[CH:35][CH:36]=3)[S:19][CH:20]=2)[CH:8]=[C:9]([C:12]([CH3:15])([CH3:14])[CH3:13])[C:10]=1[OH:11])([CH3:4])([CH3:3])[CH3:1]. (3) Given the reactants [H-].[Na+].[C:3]([O:11][CH2:12][CH3:13])(=[O:10])[CH2:4][C:5]([O:7][CH2:8][CH3:9])=[O:6].Br[CH2:15][C:16]1[C:17]([F:28])=[CH:18][CH:19]=[C:20]2[C:25]=1[N:24]=[C:23]([O:26][CH3:27])[CH:22]=[CH:21]2, predict the reaction product. The product is: [CH2:12]([O:11][C:3](=[O:10])[CH:4]([CH2:15][C:16]1[C:17]([F:28])=[CH:18][CH:19]=[C:20]2[C:25]=1[N:24]=[C:23]([O:26][CH3:27])[CH:22]=[CH:21]2)[C:5]([O:7][CH2:8][CH3:9])=[O:6])[CH3:13]. (4) The product is: [CH2:16]([N:4]([CH2:1][CH2:2][CH3:3])[C:5]([C:7]1[CH:8]=[C:9]([CH:13]=[CH:14][CH:15]=1)[C:10]([NH:38][C@@H:37]([CH2:39][CH:40]([CH3:42])[CH3:41])[C:36]([O:35][CH3:34])=[O:43])=[O:12])=[O:6])[CH2:17][CH3:18]. Given the reactants [CH2:1]([N:4]([CH2:16][CH2:17][CH3:18])[C:5]([C:7]1[CH:8]=[C:9]([CH:13]=[CH:14][CH:15]=1)[C:10]([OH:12])=O)=[O:6])[CH2:2][CH3:3].C(Cl)CCl.C1C=CC2N(O)N=NC=2C=1.Cl.[CH3:34][O:35][C:36](=[O:43])[C@H:37]([CH2:39][CH:40]([CH3:42])[CH3:41])[NH2:38].CN1CCOCC1, predict the reaction product. (5) Given the reactants C([N:8]1[CH2:14][CH2:13][CH2:12][CH2:11][CH:10]([CH2:15][OH:16])[CH2:9]1)C1C=CC=CC=1.O.C(N(CC)CC)C.[C:25]([O:32]C([O-])=O)([O:27][C:28]([CH3:31])([CH3:30])[CH3:29])=O, predict the reaction product. The product is: [C:28]([O:27][C:25]([N:8]1[CH2:14][CH2:13][CH2:12][CH2:11][CH:10]([CH2:15][OH:16])[CH2:9]1)=[O:32])([CH3:29])([CH3:30])[CH3:31]. (6) Given the reactants I[C:2]1[N:7]=[CH:6][N:5]=[C:4]([NH:8][CH:9]([CH3:13])[CH2:10][O:11][CH3:12])[CH:3]=1.[CH3:14][Sn:15]([CH3:21])([CH3:20])[Sn:15]([CH3:21])([CH3:20])[CH3:14], predict the reaction product. The product is: [CH3:12][O:11][CH2:10][CH:9]([NH:8][C:4]1[CH:3]=[C:2]([Sn:15]([CH3:21])([CH3:20])[CH3:14])[N:7]=[CH:6][N:5]=1)[CH3:13]. (7) Given the reactants [C:1]([C:4]1[CH:21]=[C:20]([Cl:22])[CH:19]=[CH:18][C:5]=1[CH2:6][N:7]1[C:12]2[CH:13]=[CH:14][NH:15][C:11]=2[C:10](=[O:16])[NH:9][C:8]1=[S:17])(=O)[CH3:2].[CH3:23][NH2:24].[BH4-].[Na+].N, predict the reaction product. The product is: [Cl:22][C:20]1[CH:19]=[CH:18][C:5]([CH2:6][N:7]2[C:12]3[CH:13]=[CH:14][NH:15][C:11]=3[C:10](=[O:16])[NH:9][C:8]2=[S:17])=[C:4]([CH:1]([NH:24][CH3:23])[CH3:2])[CH:21]=1. (8) Given the reactants [F:1][C:2]1[CH:7]=[CH:6][C:5]([F:8])=[CH:4][C:3]=1[C:9]1[S:13][C:12]([CH2:20][CH2:21][CH2:22][NH:23][C:24](=[O:30])[O:25][C:26]([CH3:29])([CH3:28])[CH3:27])([C:14]2[CH:19]=[CH:18][CH:17]=[CH:16][CH:15]=2)[NH:11][N:10]=1.[N:31]1([C:36](N2C=CN=C2)=[S:37])C=CN=C1.[NH2:43]N, predict the reaction product. The product is: [C:26]([O:25][C:24]([NH:23][CH2:22][CH2:21][CH2:20][C:12]1([C:14]2[CH:19]=[CH:18][CH:17]=[CH:16][CH:15]=2)[N:11]([C:36](=[S:37])[NH:31][NH2:43])[N:10]=[C:9]([C:3]2[CH:4]=[C:5]([F:8])[CH:6]=[CH:7][C:2]=2[F:1])[S:13]1)=[O:30])([CH3:27])([CH3:29])[CH3:28].